From a dataset of NCI-60 drug combinations with 297,098 pairs across 59 cell lines. Regression. Given two drug SMILES strings and cell line genomic features, predict the synergy score measuring deviation from expected non-interaction effect. Drug 1: C1CCC(C1)C(CC#N)N2C=C(C=N2)C3=C4C=CNC4=NC=N3. Drug 2: C1CCC(CC1)NC(=O)N(CCCl)N=O. Cell line: CAKI-1. Synergy scores: CSS=40.3, Synergy_ZIP=-4.36, Synergy_Bliss=2.56, Synergy_Loewe=6.80, Synergy_HSA=7.84.